Predict which catalyst facilitates the given reaction. From a dataset of Catalyst prediction with 721,799 reactions and 888 catalyst types from USPTO. (1) Reactant: [C:1]([C:5]1[N:10]=[C:9]([N:11]2[CH2:16][CH2:15][NH:14][CH2:13][CH2:12]2)[CH:8]=[C:7]([CH:17]2[CH2:19][CH2:18]2)[N:6]=1)([CH3:4])([CH3:3])[CH3:2].Cl[CH2:21][CH2:22][CH2:23][O:24][C:25](=[O:27])[CH3:26].C(N(CC)CC)C.[I-].[Na+]. Product: [C:1]([C:5]1[N:10]=[C:9]([N:11]2[CH2:12][CH2:13][N:14]([CH2:21][CH2:22][CH2:23][O:24][C:25](=[O:27])[CH3:26])[CH2:15][CH2:16]2)[CH:8]=[C:7]([CH:17]2[CH2:19][CH2:18]2)[N:6]=1)([CH3:4])([CH3:2])[CH3:3]. The catalyst class is: 9. (2) Reactant: [C:1]([C:3]1[CH:4]=[CH:5][C:6]([C:9]([OH:11])=O)=[N:7][CH:8]=1)#[N:2].CCN(C(C)C)C(C)C.CN(C([O:28]N1N=NC2C=CC=NC1=2)=[N+](C)C)C.F[P-](F)(F)(F)(F)F.Cl.[F:46][C:47]1[C:48]([C@H:53]([C:55]2[CH:60]=[CH:59][C:58]([C:61]([F:64])([F:63])[F:62])=[CH:57][CH:56]=2)[NH2:54])=[N:49][CH:50]=[CH:51][CH:52]=1.Cl.FC(F)(F)C1C=CC([C@@H](C2C(C(F)(F)F)=CC=CN=2)N)=CC=1. Product: [F:46][C:47]1[C:48]([C@H:53]([C:55]2[CH:60]=[CH:59][C:58]([C:61]([F:63])([F:64])[F:62])=[CH:57][CH:56]=2)[NH:54][C:9]([C:6]2[CH:5]=[CH:4][C:3]([C:1]([NH2:2])=[O:28])=[CH:8][N:7]=2)=[O:11])=[N:49][CH:50]=[CH:51][CH:52]=1. The catalyst class is: 34.